This data is from Full USPTO retrosynthesis dataset with 1.9M reactions from patents (1976-2016). The task is: Predict the reactants needed to synthesize the given product. (1) Given the product [C:17]([C:16]1[C:15]([S:19][CH2:25][C:26]2[CH:27]=[C:28]([CH:32]=[CH:33][CH:34]=2)[C:29]([OH:31])=[O:30])=[N:14][C:13]([O:20][CH3:21])=[C:12]([C:22]#[N:23])[C:11]=1[C:8]1[CH:9]=[CH:10][C:5]([O:4][CH2:3][CH2:2][OH:1])=[CH:6][CH:7]=1)#[N:18], predict the reactants needed to synthesize it. The reactants are: [OH:1][CH2:2][CH2:3][O:4][C:5]1[CH:10]=[CH:9][C:8]([C:11]2[C:16]([C:17]#[N:18])=[C:15]([SH:19])[N:14]=[C:13]([O:20][CH3:21])[C:12]=2[C:22]#[N:23])=[CH:7][CH:6]=1.Cl[CH2:25][C:26]1[CH:27]=[C:28]([CH:32]=[CH:33][CH:34]=1)[C:29]([OH:31])=[O:30].C(=O)(O)[O-].[Na+].O. (2) Given the product [Br:28][C:2]1([C:6]2[Se:7][CH:8]=[CH:9][C:10]=2[C:11]2[Se:12][CH:13]=[CH:14][C:15]=2[C:16]2[Se:17][CH:18]=[CH:19][CH:20]=2)[CH2:3][CH:4]=[CH:5][Se:1]1, predict the reactants needed to synthesize it. The reactants are: [Se:1]1[CH:5]=[CH:4][CH:3]=[C:2]1[C:6]1[Se:7][CH:8]=[CH:9][C:10]=1[C:11]1[Se:12][CH:13]=[CH:14][C:15]=1[C:16]1[Se:17][CH:18]=[CH:19][CH:20]=1.C1C(=O)N([Br:28])C(=O)C1.